This data is from Full USPTO retrosynthesis dataset with 1.9M reactions from patents (1976-2016). The task is: Predict the reactants needed to synthesize the given product. (1) Given the product [Br:34][CH:21]1[CH2:25][CH2:24][N:23]([C:26]([O:28][C:29]([CH3:32])([CH3:31])[CH3:30])=[O:27])[CH2:22]1, predict the reactants needed to synthesize it. The reactants are: C1(P(C2C=CC=CC=2)C2C=CC=CC=2)C=CC=CC=1.O[CH:21]1[CH2:25][CH2:24][N:23]([C:26]([O:28][C:29]([CH3:32])([CH3:31])[CH3:30])=[O:27])[CH2:22]1.C(Br)(Br)(Br)[Br:34]. (2) Given the product [C:30]([C:33]1[CH:38]=[CH:37][C:36]([C:2]2[C:3]([NH:16][CH:17]3[CH2:22][CH2:21][N:20]([CH2:23][C:24]4[CH:29]=[CH:28][CH:27]=[CH:26][CH:25]=4)[CH2:19][CH2:18]3)=[N:4][C:5]([NH:8][CH2:9][C:10]3[CH:15]=[CH:14][N:13]=[CH:12][CH:11]=3)=[N:6][CH:7]=2)=[CH:35][CH:34]=1)([OH:32])=[O:31], predict the reactants needed to synthesize it. The reactants are: Br[C:2]1[C:3]([NH:16][CH:17]2[CH2:22][CH2:21][N:20]([CH2:23][C:24]3[CH:29]=[CH:28][CH:27]=[CH:26][CH:25]=3)[CH2:19][CH2:18]2)=[N:4][C:5]([NH:8][CH2:9][C:10]2[CH:15]=[CH:14][N:13]=[CH:12][CH:11]=2)=[N:6][CH:7]=1.[C:30]([C:33]1[CH:38]=[CH:37][C:36](B(O)O)=[CH:35][CH:34]=1)([OH:32])=[O:31].